Dataset: Reaction yield outcomes from USPTO patents with 853,638 reactions. Task: Predict the reaction yield, written as a fraction of the theoretical maximum amount of product (1.0 means a 100% yield; for example, 0.34 means a 34% yield). (1) The reactants are [CH:1]1([C:5]2[C:13]([C:14]3[CH:18]=[C:17]([CH2:19][CH3:20])[NH:16][N:15]=3)=[CH:12][C:8]([C:9](O)=[O:10])=[C:7]([CH3:21])[CH:6]=2)[CH2:4][CH2:3][CH2:2]1.Cl.[NH:23]1[CH2:28][CH2:27][CH:26]([C:29]2[CH:36]=[CH:35][C:32]([C:33]#[N:34])=[CH:31][CH:30]=2)[CH2:25][CH2:24]1.CCN=C=NCCCN(C)C. The catalyst is CN(C)C=O.CN(C)C1C=CN=CC=1.C(OCC)(=O)C. The product is [CH:1]1([C:5]2[C:13]([C:14]3[CH:18]=[C:17]([CH2:19][CH3:20])[NH:16][N:15]=3)=[CH:12][C:8]([C:9]([N:23]3[CH2:28][CH2:27][CH:26]([C:29]4[CH:36]=[CH:35][C:32]([C:33]#[N:34])=[CH:31][CH:30]=4)[CH2:25][CH2:24]3)=[O:10])=[C:7]([CH3:21])[CH:6]=2)[CH2:2][CH2:3][CH2:4]1. The yield is 0.720. (2) The reactants are [Br:1][C:2]1[C:3]([F:12])=[C:4]2[C:10]([NH2:11])=[CH:9][NH:8][C:5]2=[N:6][CH:7]=1.[CH3:13][O:14][CH2:15][CH2:16][C:17](O)=[O:18].C(N(CC)CC)C.C1N(P(Cl)(N2C(=O)OCC2)=O)C(=O)OC1.O[Li].O. The catalyst is C(Cl)Cl.O. The product is [Br:1][C:2]1[C:3]([F:12])=[C:4]2[C:10]([NH:11][C:17](=[O:18])[CH2:16][CH2:15][O:14][CH3:13])=[CH:9][NH:8][C:5]2=[N:6][CH:7]=1. The yield is 0.420. (3) The reactants are [CH2:1]([N:3]1[C:7]([C:8]2[CH:9]=[C:10]([C:13]([OH:15])=O)[S:11][CH:12]=2)=[C:6]([CH3:16])[CH:5]=[N:4]1)[CH3:2].F[P-](F)(F)(F)(F)F.Br[P+](N1CCCC1)(N1CCCC1)N1CCCC1.CCN(C(C)C)C(C)C.[NH2:50][C@@H:51]([CH2:64]/[C:65](/[C:69](/[C:72]([F:75])([F:74])[F:73])=[CH:70]\[CH3:71])=[CH:66]/[CH:67]=C)[CH2:52][N:53]1[C:61](=[O:62])[C:60]2[C:55](=[CH:56][CH:57]=[CH:58][CH:59]=2)[C:54]1=[O:63]. No catalyst specified. The product is [O:63]=[C:54]1[C:55]2[C:60](=[CH:59][CH:58]=[CH:57][CH:56]=2)[C:61](=[O:62])[N:53]1[CH2:52][C@@H:51]([NH:50][C:13]([C:10]1[S:11][CH:12]=[C:8]([C:7]2[N:3]([CH2:1][CH3:2])[N:4]=[CH:5][C:6]=2[CH3:16])[CH:9]=1)=[O:15])[CH2:64][C:65]1[CH:66]=[CH:67][CH:71]=[CH:70][C:69]=1[C:72]([F:74])([F:75])[F:73]. The yield is 0.630. (4) The reactants are [C:1]([C:5]1[CH:9]=[C:8]([NH2:10])[N:7]([C:11]2[CH:12]=[N:13][CH:14]=[CH:15][CH:16]=2)[N:6]=1)([CH3:4])([CH3:3])[CH3:2].Cl[C:18]([O:20][C:21]1[CH:26]=[CH:25][CH:24]=[CH:23][CH:22]=1)=[O:19]. No catalyst specified. The product is [C:1]([C:5]1[CH:9]=[C:8]([NH:10][C:18](=[O:19])[O:20][C:21]2[CH:26]=[CH:25][CH:24]=[CH:23][CH:22]=2)[N:7]([C:11]2[CH:12]=[N:13][CH:14]=[CH:15][CH:16]=2)[N:6]=1)([CH3:4])([CH3:2])[CH3:3]. The yield is 0.950. (5) The yield is 0.820. The product is [Si:35]([O:29][C@@H:27]([CH3:28])[C@@H:11]([NH:10][C:4]1[CH:5]=[CH:6][C:7]([C:8]#[N:9])=[C:2]([Cl:1])[C:3]=1[CH3:30])[C:12]([NH:14][NH:15][C:16](=[O:26])[C:17]1[CH:22]=[CH:21][C:20]([N+:23]([O-:25])=[O:24])=[CH:19][CH:18]=1)=[O:13])([C:32]([CH3:34])([CH3:33])[CH3:31])([CH3:37])[CH3:36]. The catalyst is CN(C=O)C. The reactants are [Cl:1][C:2]1[C:3]([CH3:30])=[C:4]([NH:10][C@H:11]([C@H:27]([OH:29])[CH3:28])[C:12]([NH:14][NH:15][C:16](=[O:26])[C:17]2[CH:22]=[CH:21][C:20]([N+:23]([O-:25])=[O:24])=[CH:19][CH:18]=2)=[O:13])[CH:5]=[CH:6][C:7]=1[C:8]#[N:9].[CH3:31][C:32]([Si:35](Cl)([CH3:37])[CH3:36])([CH3:34])[CH3:33].N1C=CN=C1.